From a dataset of Retrosynthesis with 50K atom-mapped reactions and 10 reaction types from USPTO. Predict the reactants needed to synthesize the given product. (1) Given the product COC(=O)[C@H](CCc1ccc(Cl)cc1)NC(=O)OC(C)(C)C, predict the reactants needed to synthesize it. The reactants are: CC(C)(C)OC(=O)OC(=O)OC(C)(C)C.COC(=O)[C@@H](N)CCc1ccc(Cl)cc1. (2) Given the product ON=CC1CCC2CC2C1, predict the reactants needed to synthesize it. The reactants are: NO.O=CC1CCC2CC2C1. (3) The reactants are: Cc1cnc(Nc2ccc(C3CN(C(=O)OC(C)(C)C)C3)cc2)nc1CCc1ccccc1CC(N)=O. Given the product Cc1cnc(Nc2ccc(C3CNC3)cc2)nc1CCc1ccccc1CC(N)=O, predict the reactants needed to synthesize it. (4) Given the product CCOC(=O)CCCCCCN(Cc1ccc(C(O)CCc2ccccc2)cc1)S(C)(=O)=O, predict the reactants needed to synthesize it. The reactants are: CCOC(=O)CCCCCCN(Cc1ccc(C=O)cc1)S(C)(=O)=O.[Mg+]CCc1ccccc1.